From a dataset of Full USPTO retrosynthesis dataset with 1.9M reactions from patents (1976-2016). Predict the reactants needed to synthesize the given product. (1) Given the product [Br:17][CH2:18][CH2:19][CH2:20][C:2]([CH3:4])([CH3:3])[C:1]([O:6][CH2:7][CH3:8])=[O:5], predict the reactants needed to synthesize it. The reactants are: [C:1]([O:6][CH2:7][CH3:8])(=[O:5])[CH:2]([CH3:4])[CH3:3].C([N-]C(C)C)(C)C.[Li+].[Br:17][CH2:18][CH2:19][CH2:20]Br. (2) Given the product [CH3:26][O:25][C:22]1[CH:23]=[CH:24][C:19]([CH2:18][N:8]2[C:6]3=[N:7][C:2]([NH:34][CH2:33][C:32]4[CH:35]=[CH:36][C:29]([O:28][CH3:27])=[CH:30][CH:31]=4)=[CH:3][CH:4]=[C:5]3[C:10]([C:11]([O:13][C:14]([CH3:17])([CH3:16])[CH3:15])=[O:12])=[N:9]2)=[CH:20][CH:21]=1, predict the reactants needed to synthesize it. The reactants are: F[C:2]1[N:7]=[C:6]2[N:8]([CH2:18][C:19]3[CH:24]=[CH:23][C:22]([O:25][CH3:26])=[CH:21][CH:20]=3)[N:9]=[C:10]([C:11]([O:13][C:14]([CH3:17])([CH3:16])[CH3:15])=[O:12])[C:5]2=[CH:4][CH:3]=1.[CH3:27][O:28][C:29]1[CH:36]=[CH:35][C:32]([CH2:33][NH2:34])=[CH:31][CH:30]=1. (3) The reactants are: [C:1]([O:5][C:6]([N:8]1[CH:12](C(O)=O)[CH2:11][S:10][CH2:9]1)=[O:7])([CH3:4])([CH3:3])[CH3:2].B.C1C[O:20][CH2:19]C1. Given the product [C:1]([O:5][C:6]([N:8]1[CH2:12][CH:11]([CH2:19][OH:20])[S:10][CH2:9]1)=[O:7])([CH3:2])([CH3:3])[CH3:4], predict the reactants needed to synthesize it. (4) Given the product [NH2:1][C:2]1[C:11]2[N:12]=[C:13]([CH2:35][CH2:36][CH2:37][CH3:38])[N:14]([CH2:15][CH2:16][NH:17][C:18](=[O:34])[C:19]3[CH:24]=[C:23]([C:25]([CH3:27])([CH3:28])[CH3:26])[C:22]([OH:29])=[C:21]([C:30]([CH3:33])([CH3:32])[CH3:31])[CH:20]=3)[C:10]=2[C:9]2[NH:8][CH2:7][CH2:6][CH2:5][C:4]=2[N:3]=1, predict the reactants needed to synthesize it. The reactants are: [NH2:1][C:2]1[C:11]2[N:12]=[C:13]([CH2:35][CH2:36][CH2:37][CH3:38])[N:14]([CH2:15][CH2:16][NH:17][C:18](=[O:34])[C:19]3[CH:24]=[C:23]([C:25]([CH3:28])([CH3:27])[CH3:26])[C:22]([OH:29])=[C:21]([C:30]([CH3:33])([CH3:32])[CH3:31])[CH:20]=3)[C:10]=2[C:9]2[N:8]=[CH:7][CH:6]=[CH:5][C:4]=2[N:3]=1. (5) Given the product [CH2:1]([S:8][C:9]1[C:14]([C:15]([O:17][CH3:18])=[O:16])=[C:13]([N:19]2[CH2:24][CH2:23][CH:22]([OH:25])[CH2:21][CH2:20]2)[N:12]=[C:11]([N:33]2[CH2:34][CH2:35][N:30]3[CH:29]=[CH:28][N:27]=[C:31]3[CH2:32]2)[N:10]=1)[C:2]1[CH:7]=[CH:6][CH:5]=[CH:4][CH:3]=1, predict the reactants needed to synthesize it. The reactants are: [CH2:1]([S:8][C:9]1[C:14]([C:15]([O:17][CH3:18])=[O:16])=[C:13]([N:19]2[CH2:24][CH2:23][CH:22]([OH:25])[CH2:21][CH2:20]2)[N:12]=[C:11](Cl)[N:10]=1)[C:2]1[CH:7]=[CH:6][CH:5]=[CH:4][CH:3]=1.[N:27]1[CH:28]=[CH:29][N:30]2[CH2:35][CH2:34][NH:33][CH2:32][C:31]=12.C(N(CC)CC)C.CN(C)C(=O)C.